This data is from Full USPTO retrosynthesis dataset with 1.9M reactions from patents (1976-2016). The task is: Predict the reactants needed to synthesize the given product. Given the product [ClH:1].[Cl:1][C:2]1[C:3]2[CH2:15][CH2:14][NH:13][CH2:12][C:4]=2[N:5]=[C:6]([C:8]([F:9])([F:10])[F:11])[N:7]=1, predict the reactants needed to synthesize it. The reactants are: [Cl:1][C:2]1[C:3]2[CH2:15][CH2:14][N:13](CC3C=CC=CC=3)[CH2:12][C:4]=2[N:5]=[C:6]([C:8]([F:11])([F:10])[F:9])[N:7]=1.